From a dataset of Forward reaction prediction with 1.9M reactions from USPTO patents (1976-2016). Predict the product of the given reaction. (1) Given the reactants [OH-].[Na+].C([O:5][C:6]([C:8]1[CH:12]=[C:11]([C:13]2[CH:18]=[CH:17][CH:16]=[CH:15][CH:14]=2)[N:10]([C:19]2[CH:24]=[CH:23][C:22]([O:25][CH3:26])=[CH:21][N:20]=2)[N:9]=1)=[O:7])C.Cl, predict the reaction product. The product is: [CH3:26][O:25][C:22]1[CH:23]=[CH:24][C:19]([N:10]2[C:11]([C:13]3[CH:18]=[CH:17][CH:16]=[CH:15][CH:14]=3)=[CH:12][C:8]([C:6]([OH:7])=[O:5])=[N:9]2)=[N:20][CH:21]=1. (2) Given the reactants Cl[CH2:2][CH2:3][C:4]1[C:9](=[O:10])[N:8]2[CH2:11][CH2:12][CH2:13][CH:14]([O:15]C(=O)C)[C:7]2=[N:6][C:5]=1[CH3:19].Cl.[F:21][C:22]1[CH:36]=[CH:35][C:25]2[C:26]([CH:29]3[CH2:34][CH2:33][NH:32][CH2:31][CH2:30]3)=[N:27][O:28][C:24]=2[CH:23]=1.CO.CC(NC(C)C)C, predict the reaction product. The product is: [F:21][C:22]1[CH:36]=[CH:35][C:25]2[C:26]([CH:29]3[CH2:30][CH2:31][N:32]([CH2:2][CH2:3][C:4]4[C:9](=[O:10])[N:8]5[CH2:11][CH2:12][CH2:13][CH:14]([OH:15])[C:7]5=[N:6][C:5]=4[CH3:19])[CH2:33][CH2:34]3)=[N:27][O:28][C:24]=2[CH:23]=1. (3) Given the reactants C([O:8][C:9]1[CH:14]=[CH:13][C:12]([C@H:15]2[CH2:20][CH2:19][NH:18][CH2:17][C@H:16]2[F:21])=[CH:11][CH:10]=1)C1C=CC=CC=1, predict the reaction product. The product is: [F:21][C@H:16]1[C@@H:15]([C:12]2[CH:13]=[CH:14][C:9]([OH:8])=[CH:10][CH:11]=2)[CH2:20][CH2:19][NH:18][CH2:17]1. (4) Given the reactants [N:1]([CH:4]([C:6]1[C:7]([O:25][CH3:26])=[C:8]([CH:14]2[CH2:17][N:16]([C:18]([O:20][C:21]([CH3:24])([CH3:23])[CH3:22])=[O:19])[CH2:15]2)[C:9]([F:13])=[C:10]([Cl:12])[CH:11]=1)[CH3:5])=[N+]=[N-].CP(C)C, predict the reaction product. The product is: [NH2:1][CH:4]([C:6]1[C:7]([O:25][CH3:26])=[C:8]([CH:14]2[CH2:17][N:16]([C:18]([O:20][C:21]([CH3:23])([CH3:22])[CH3:24])=[O:19])[CH2:15]2)[C:9]([F:13])=[C:10]([Cl:12])[CH:11]=1)[CH3:5]. (5) Given the reactants [F:1][C:2]1[C:7]([O:8][CH3:9])=[CH:6][CH:5]=[CH:4][C:3]=1[CH2:10]O.O.C(Cl)(Cl)(Cl)[Cl:14], predict the reaction product. The product is: [Cl:14][CH2:10][C:3]1[CH:4]=[CH:5][CH:6]=[C:7]([O:8][CH3:9])[C:2]=1[F:1].